Predict the reactants needed to synthesize the given product. From a dataset of Full USPTO retrosynthesis dataset with 1.9M reactions from patents (1976-2016). The reactants are: [C:1]([O:5][C:6]([NH:8][C:9]12[CH2:16][CH2:15][C:12]([C:17]([OH:19])=O)([CH2:13][CH2:14]1)[CH2:11][CH2:10]2)=[O:7])([CH3:4])([CH3:3])[CH3:2].ClC(Cl)(Cl)C#N.C1(P(C2C=CC=CC=2)C2C=CC=CC=2)C=CC=CC=1.[Cl:45][C:46]1[CH:53]=[CH:52][C:49]([NH:50][CH3:51])=[CH:48][CH:47]=1.C(O)(=O)CC(CC(O)=O)(C(O)=O)O. Given the product [C:1]([O:5][C:6]([NH:8][C:9]12[CH2:16][CH2:15][C:12]([C:17]([N:50]([C:49]3[CH:52]=[CH:53][C:46]([Cl:45])=[CH:47][CH:48]=3)[CH3:51])=[O:19])([CH2:13][CH2:14]1)[CH2:11][CH2:10]2)=[O:7])([CH3:3])([CH3:2])[CH3:4], predict the reactants needed to synthesize it.